Dataset: Forward reaction prediction with 1.9M reactions from USPTO patents (1976-2016). Task: Predict the product of the given reaction. (1) Given the reactants C[O:2][C:3]([C:5]1[CH:10]=[CH:9][CH:8]=[CH:7][C:6]=1[N:11]1[C:15](=[O:16])[C:14]2([CH2:21][CH2:20][N:19]([C:22]([O:24][CH2:25][C:26]3[CH:31]=[CH:30][CH:29]=[CH:28][CH:27]=3)=[O:23])[CH2:18][CH2:17]2)[N:13]([C:32]2[CH:37]=[CH:36][CH:35]=[CH:34][CH:33]=2)[CH2:12]1)=[O:4].[OH-].[Li+].CO.O, predict the reaction product. The product is: [CH2:25]([O:24][C:22]([N:19]1[CH2:18][CH2:17][C:14]2([N:13]([C:32]3[CH:37]=[CH:36][CH:35]=[CH:34][CH:33]=3)[CH2:12][N:11]([C:6]3[CH:7]=[CH:8][CH:9]=[CH:10][C:5]=3[C:3]([OH:4])=[O:2])[C:15]2=[O:16])[CH2:21][CH2:20]1)=[O:23])[C:26]1[CH:31]=[CH:30][CH:29]=[CH:28][CH:27]=1. (2) Given the reactants [OH:1][C:2]1[CH:9]=[CH:8][C:5]([CH:6]=[O:7])=[C:4]([O:10][CH3:11])[CH:3]=1.C(=O)([O-])[O-].[Cs+].[Cs+].[CH2:18](Br)[CH:19]1[O:23][CH2:22][CH2:21][CH2:20]1.O, predict the reaction product. The product is: [CH3:11][O:10][C:4]1[CH:3]=[C:2]([O:1][CH2:18][CH:19]2[CH2:20][CH2:21][CH2:22][O:23]2)[CH:9]=[CH:8][C:5]=1[CH:6]=[O:7]. (3) Given the reactants [CH2:1]([C@H:4]1[CH2:9][CH2:8][C@H:7]([C@H:10]2[CH2:15][CH2:14][C@H:13]([CH2:16]Cl)[CH2:12][CH2:11]2)[CH2:6][CH2:5]1)[CH2:2][CH3:3].[Mg].[CH3:19][O:20][Si:21](OC)([O:24][CH3:25])[O:22][CH3:23], predict the reaction product. The product is: [CH2:1]([C@H:4]1[CH2:9][CH2:8][C@H:7]([C@H:10]2[CH2:15][CH2:14][C@H:13]([CH2:16][Si:21]([O:24][CH3:25])([O:22][CH3:23])[O:20][CH3:19])[CH2:12][CH2:11]2)[CH2:6][CH2:5]1)[CH2:2][CH3:3]. (4) Given the reactants O=[C:2]1[CH2:9][N:8]([C:10]([O:12][C:13]([CH3:16])([CH3:15])[CH3:14])=[O:11])[CH2:7][CH2:6][C:3]21[CH2:5][CH2:4]2.COCCN(S(F)(F)[F:27])CCOC.C(=O)(O)[O-].[Na+].[F-:35].[K+], predict the reaction product. The product is: [F:35][C:2]1([F:27])[CH2:9][N:8]([C:10]([O:12][C:13]([CH3:16])([CH3:15])[CH3:14])=[O:11])[CH2:7][CH2:6][C:3]21[CH2:5][CH2:4]2. (5) The product is: [CH3:35][O:33][N:32]=[C:11]1[CH2:12][CH2:13][CH:8]([CH2:7][CH:6]2[CH2:5][CH:4]([O:15][C:16](=[O:21])[C:17]([CH3:20])([CH3:19])[CH3:18])[CH:3]([C:22]3[C:27]([CH3:28])=[CH:26][C:25]([CH3:29])=[CH:24][C:23]=3[CH3:30])[C:2]2=[O:1])[CH2:9][CH2:10]1. Given the reactants [O:1]=[C:2]1[CH:6]([CH2:7][CH:8]2[CH2:13][CH2:12][C:11](=O)[CH2:10][CH2:9]2)[CH2:5][CH:4]([O:15][C:16](=[O:21])[C:17]([CH3:20])([CH3:19])[CH3:18])[CH:3]1[C:22]1[C:27]([CH3:28])=[CH:26][C:25]([CH3:29])=[CH:24][C:23]=1[CH3:30].Cl.[NH2:32][OH:33].N1C=CC=C[CH:35]=1, predict the reaction product. (6) Given the reactants [NH2:1][C:2]1[CH:3]=[CH:4][C:5]([S:12](=[O:25])(=[O:24])[NH:13][C:14]2[CH:15]=[CH:16][C:17]3[CH2:21][O:20][B:19]([OH:22])[C:18]=3[CH:23]=2)=[C:6]([CH2:8][C:9]([OH:11])=O)[CH:7]=1.[CH2:26]([NH:30][CH3:31])[CH2:27][CH2:28][CH3:29].C1CN([P+](ON2N=NC3C=CC=CC2=3)(N2CCCC2)N2CCCC2)CC1.F[P-](F)(F)(F)(F)F.O, predict the reaction product. The product is: [NH2:1][C:2]1[CH:3]=[CH:4][C:5]([S:12](=[O:24])(=[O:25])[NH:13][C:14]2[CH:15]=[CH:16][C:17]3[CH2:21][O:20][B:19]([OH:22])[C:18]=3[CH:23]=2)=[C:6]([CH2:8][C:9]([N:30]([CH2:26][CH2:27][CH2:28][CH3:29])[CH3:31])=[O:11])[CH:7]=1. (7) Given the reactants [OH-:1].[K+].Cl[C:4]1[N:12]=[C:11]([N:13]2[C:17]3[CH:18]=[C:19]([F:22])[CH:20]=[CH:21][C:16]=3[N:15]=[CH:14]2)[N:10]=[C:9]2[C:5]=1[NH:6][C:7](=[O:30])[N:8]2[C@H:23]1[CH2:28][CH2:27][C@H:26]([OH:29])[CH2:25][CH2:24]1, predict the reaction product. The product is: [F:22][C:19]1[CH:20]=[CH:21][C:16]2[N:15]=[CH:14][N:13]([C:11]3[N:10]=[C:9]4[C:5]([NH:6][C:7](=[O:30])[N:8]4[C@H:23]4[CH2:28][CH2:27][C@H:26]([OH:29])[CH2:25][CH2:24]4)=[C:4]([OH:1])[N:12]=3)[C:17]=2[CH:18]=1. (8) Given the reactants [CH3:1][C:2]1[C:7]([B:8]2[O:16][C:13]([CH3:15])([CH3:14])[C:10]([CH3:12])([CH3:11])[O:9]2)=[CH:6][C:5]([C:17]([F:20])([F:19])[F:18])=[CH:4][CH:3]=1.C1C(=O)N([Br:28])C(=O)C1.C1(=O)NC(=O)CC1, predict the reaction product. The product is: [Br:28][CH2:1][C:2]1[C:7]([B:8]2[O:16][C:13]([CH3:15])([CH3:14])[C:10]([CH3:11])([CH3:12])[O:9]2)=[CH:6][C:5]([C:17]([F:19])([F:18])[F:20])=[CH:4][CH:3]=1. (9) Given the reactants [NH2:1][CH2:2][C:3]1[CH:4]=[C:5]([CH2:9][C:10]([O:12][C:13]([CH3:16])([CH3:15])[CH3:14])=[O:11])[CH:6]=[CH:7][CH:8]=1.Br[CH2:18][C:19]([O:21][C:22]([CH3:25])([CH3:24])[CH3:23])=[O:20].C(=O)([O-])[O-].[K+].[K+].C(#N)C, predict the reaction product. The product is: [C:13]([O:12][C:10](=[O:11])[CH2:9][C:5]1[CH:4]=[C:3]([CH:8]=[CH:7][CH:6]=1)[CH2:2][NH:1][CH2:18][C:19]([O:21][C:22]([CH3:25])([CH3:24])[CH3:23])=[O:20])([CH3:16])([CH3:15])[CH3:14]. (10) Given the reactants [C:1]([OH:4])(=[O:3])[CH3:2].Br[C:6]1[CH:7]=[C:8]([C:12]2([CH:22]3[CH2:24][CH2:23]3)[C:20]3[C:15](=[CH:16][CH:17]=[CH:18][CH:19]=3)[C:14]([NH2:21])=[N:13]2)[CH:9]=[CH:10][CH:11]=1.[CH3:25][O:26][C:27]1[CH:34]=[CH:33][C:30]([C:31]#[N:32])=[C:29](B2OC(C)(C)C(C)(C)O2)[CH:28]=1, predict the reaction product. The product is: [C:1]([OH:4])(=[O:3])[CH3:2].[NH2:21][C:14]1[C:15]2[C:20](=[CH:19][CH:18]=[CH:17][CH:16]=2)[C:12]([C:8]2[CH:7]=[C:6]([C:33]3[C:30]([C:31]#[N:32])=[CH:29][CH:28]=[C:27]([O:26][CH3:25])[CH:34]=3)[CH:11]=[CH:10][CH:9]=2)([CH:22]2[CH2:23][CH2:24]2)[N:13]=1.